Dataset: Peptide-MHC class II binding affinity with 134,281 pairs from IEDB. Task: Regression. Given a peptide amino acid sequence and an MHC pseudo amino acid sequence, predict their binding affinity value. This is MHC class II binding data. (1) The peptide sequence is VYMDAVFEYTIDCDG. The MHC is DRB1_0404 with pseudo-sequence DRB1_0404. The binding affinity (normalized) is 0. (2) The peptide sequence is EKKYFAATQFEPWAA. The MHC is HLA-DQA10401-DQB10402 with pseudo-sequence HLA-DQA10401-DQB10402. The binding affinity (normalized) is 0.539. (3) The peptide sequence is QWIIRNWETVKIQWS. The binding affinity (normalized) is 0.554. The MHC is DRB1_0405 with pseudo-sequence DRB1_0405.